Dataset: Catalyst prediction with 721,799 reactions and 888 catalyst types from USPTO. Task: Predict which catalyst facilitates the given reaction. (1) Reactant: [Cl:1]C1C=C(C=CC=1)CP(=O)([O-])[O-].[Li][CH2:14][CH2:15][CH2:16][CH3:17].[CH3:18][CH2:19][CH2:20][CH2:21][CH2:22][CH3:23].[CH:24](=O)[CH2:25][CH2:26]CC#C. Product: [Cl:1][C:20]1[CH:19]=[CH:18][CH:23]=[CH:22][C:21]=1[CH:17]=[CH:16][CH2:15][CH2:14][CH2:24][C:25]#[CH:26]. The catalyst class is: 1. (2) Reactant: [Cl:1][C:2]1[CH:3]=N[N:5]2[C:10](=[O:11])[C:9]3=[C:12]([Cl:15])[CH:13]=[N:14][N:8]3[C:7](=O)[C:6]=12.ClC1C=[C:23]([F:25])[CH:22]=CC=1N. Product: [Cl:15][C:12]1[C:9]([C:10]([NH:5][C:6]2[CH:7]=[CH:22][C:23]([F:25])=[CH:3][C:2]=2[Cl:1])=[O:11])=[N:8][NH:14][CH:13]=1. The catalyst class is: 605. (3) Reactant: [Cl:1][C:2]1[CH:21]=[C:20]([Cl:22])[CH:19]=[CH:18][C:3]=1[CH2:4][N:5]([CH:12]1[CH2:17][CH2:16][NH:15][CH2:14][CH2:13]1)[C:6]([C:8]1([F:11])[CH2:10][CH2:9]1)=O.B.CSC.Cl. Product: [Cl:1][C:2]1[CH:21]=[C:20]([Cl:22])[CH:19]=[CH:18][C:3]=1[CH2:4][N:5]([CH2:6][C:8]1([F:11])[CH2:9][CH2:10]1)[CH:12]1[CH2:13][CH2:14][NH:15][CH2:16][CH2:17]1. The catalyst class is: 56. (4) Reactant: Br[C:2]1[CH:6]=[CH:5][S:4][C:3]=1[C:7]1[S:8][CH:9]=[CH:10][CH:11]=1.C([Li])CCC.[C:17]([C:25]1[CH:30]=[CH:29][CH:28]=[CH:27][CH:26]=1)(=[O:24])[C:18]1[CH:23]=[CH:22][CH:21]=[CH:20][CH:19]=1. Product: [S:4]1[CH:5]=[CH:6][C:2]([C:17]([C:18]2[CH:23]=[CH:22][CH:21]=[CH:20][CH:19]=2)([C:25]2[CH:30]=[CH:29][CH:28]=[CH:27][CH:26]=2)[OH:24])=[C:3]1[C:7]1[S:8][CH:9]=[CH:10][CH:11]=1. The catalyst class is: 27. (5) Reactant: [Mg].Br[CH2:3][CH2:4]/[CH:5]=[CH:6]\[CH2:7][CH3:8].C([O:11][CH2:12][CH3:13])=O.[OH-].[K+]. Product: [CH3:8][CH2:7]/[CH:6]=[CH:5]\[CH2:4][CH2:3][CH:12]([OH:11])[CH2:13][CH2:3]/[CH:4]=[CH:5]\[CH2:6][CH3:7]. The catalyst class is: 30. (6) Reactant: [Cl:1][C:2]1[CH:7]=[CH:6][C:5]([C:8]2[S:9][CH:10]=[C:11]([CH3:13])[CH:12]=2)=[CH:4][CH:3]=1.[Li]C(C)(C)C.[C:19](=[O:21])=[O:20]. Product: [Cl:1][C:2]1[CH:3]=[CH:4][C:5]([C:8]2[S:9][C:10]([C:19]([OH:21])=[O:20])=[C:11]([CH3:13])[CH:12]=2)=[CH:6][CH:7]=1. The catalyst class is: 6. (7) Reactant: [O:1]=[O+][O-].[Cl:4][C:5]1[CH:23]=[C:22]([Cl:24])[CH:21]=[CH:20][C:6]=1[C:7]([NH:9][CH2:10][C:11]1([CH2:16][CH:17]2[CH2:19][CH2:18]2)[CH2:14][C:13](=C)[CH2:12]1)=[O:8]. Product: [Cl:4][C:5]1[CH:23]=[C:22]([Cl:24])[CH:21]=[CH:20][C:6]=1[C:7]([NH:9][CH2:10][C:11]1([CH2:16][CH:17]2[CH2:19][CH2:18]2)[CH2:14][C:13](=[O:1])[CH2:12]1)=[O:8]. The catalyst class is: 61.